Dataset: Catalyst prediction with 721,799 reactions and 888 catalyst types from USPTO. Task: Predict which catalyst facilitates the given reaction. (1) Reactant: [CH:1]1([NH:7][C:8]2[C:9]3[CH2:30][N:29](C(OC(C)(C)C)=O)[CH2:28][CH2:27][C:10]=3[N:11]=[C:12]([NH:14][C:15]3[CH:20]=[CH:19][C:18]([N:21]4[CH:25]=[CH:24][N:23]=[C:22]4[CH3:26])=[CH:17][CH:16]=3)[N:13]=2)[CH2:6][CH2:5][CH2:4][CH2:3][CH2:2]1.Cl. Product: [CH:1]1([NH:7][C:8]2[C:9]3[CH2:30][NH:29][CH2:28][CH2:27][C:10]=3[N:11]=[C:12]([NH:14][C:15]3[CH:20]=[CH:19][C:18]([N:21]4[CH:25]=[CH:24][N:23]=[C:22]4[CH3:26])=[CH:17][CH:16]=3)[N:13]=2)[CH2:2][CH2:3][CH2:4][CH2:5][CH2:6]1. The catalyst class is: 5. (2) Reactant: C([O:3][C:4]([C:6]1[CH:30]=[CH:29][C:9]2[O:10][C:11]([C:21]3[CH:26]=[C:25]([F:27])[CH:24]=[C:23]([F:28])[CH:22]=3)([C:13]3[CH:18]=[C:17]([F:19])[CH:16]=[C:15]([F:20])[CH:14]=3)[O:12][C:8]=2[CH:7]=1)=[O:5])C.[OH-].[Na+]. Product: [F:28][C:23]1[CH:22]=[C:21]([C:11]2([C:13]3[CH:18]=[C:17]([F:19])[CH:16]=[C:15]([F:20])[CH:14]=3)[O:10][C:9]3[CH:29]=[CH:30][C:6]([C:4]([OH:5])=[O:3])=[CH:7][C:8]=3[O:12]2)[CH:26]=[C:25]([F:27])[CH:24]=1. The catalyst class is: 8. (3) Reactant: Cl[C:2]1[N:7]=[C:6]([NH:8][CH2:9][C:10]2[N:11]=[C:12]([CH3:15])[S:13][CH:14]=2)[C:5]2=[C:16]([C:19]3[CH:24]=[CH:23][CH:22]=[CH:21][CH:20]=3)[CH:17]=[CH:18][N:4]2[N:3]=1.[C:25]([NH:29][S:30]([C:33]1[CH:34]=[N:35][CH:36]=[C:37](B2OC(C)(C)C(C)(C)O2)[CH:38]=1)(=[O:32])=[O:31])([CH3:28])([CH3:27])[CH3:26].C([O-])([O-])=O.[K+].[K+]. Product: [C:25]([NH:29][S:30]([C:33]1[CH:34]=[N:35][CH:36]=[C:37]([C:2]2[N:7]=[C:6]([NH:8][CH2:9][C:10]3[N:11]=[C:12]([CH3:15])[S:13][CH:14]=3)[C:5]3=[C:16]([C:19]4[CH:24]=[CH:23][CH:22]=[CH:21][CH:20]=4)[CH:17]=[CH:18][N:4]3[N:3]=2)[CH:38]=1)(=[O:32])=[O:31])([CH3:28])([CH3:26])[CH3:27]. The catalyst class is: 669. (4) Reactant: FC(F)(F)[S:3]([O-:6])(=[O:5])=[O:4].[C:9]([O:13][C:14](=[O:55])[C:15]([O:18]/[N:19]=[C:20](/[C:42]1[N:43]=[C:44]([NH:47][C:48]([O:50][C:51]([CH3:54])([CH3:53])[CH3:52])=[O:49])[S:45][CH:46]=1)\[C:21]([NH:23][C@@H:24]1[C:27](=[O:28])[NH:26][C@@H:25]1[CH2:29][N:30]1[CH:34]=[C:33]([C:35]2[CH:40]=[CH:39][N+:38]([CH3:41])=[CH:37][CH:36]=2)[N:32]=[N:31]1)=[O:22])([CH3:17])[CH3:16])([CH3:12])([CH3:11])[CH3:10]. Product: [C:9]([O:13][C:14](=[O:55])[C:15]([O:18]/[N:19]=[C:20](/[C:42]1[N:43]=[C:44]([NH:47][C:48]([O:50][C:51]([CH3:54])([CH3:53])[CH3:52])=[O:49])[S:45][CH:46]=1)\[C:21]([NH:23][C@@H:24]1[C:27](=[O:28])[N:26]([S:3]([O-:6])(=[O:5])=[O:4])[C@@H:25]1[CH2:29][N:30]1[CH:34]=[C:33]([C:35]2[CH:36]=[CH:37][N+:38]([CH3:41])=[CH:39][CH:40]=2)[N:32]=[N:31]1)=[O:22])([CH3:16])[CH3:17])([CH3:10])([CH3:11])[CH3:12]. The catalyst class is: 3. (5) Reactant: [Cl:1][C:2]1[N:3]=[C:4]([N:13]2[CH2:18][CH2:17][O:16][CH2:15][CH2:14]2)[C:5]2[CH:10]=[C:9]([CH:11]=O)[S:8][C:6]=2[N:7]=1.[CH3:19][NH:20][CH:21]1[CH2:26][CH2:25][N:24]([CH3:27])[CH2:23][CH2:22]1.CC(O)=O.[BH-](OC(C)=O)(OC(C)=O)OC(C)=O.[Na+]. Product: [Cl:1][C:2]1[N:3]=[C:4]([N:13]2[CH2:18][CH2:17][O:16][CH2:15][CH2:14]2)[C:5]2[CH:10]=[C:9]([CH2:11][N:20]([CH3:19])[CH:21]3[CH2:26][CH2:25][N:24]([CH3:27])[CH2:23][CH2:22]3)[S:8][C:6]=2[N:7]=1. The catalyst class is: 26. (6) Reactant: Br[CH2:2][CH2:3][CH2:4][O:5][C:6]1[CH:40]=[CH:39][C:9]([CH2:10][CH2:11][C:12]2[CH:17]=[CH:16][C:15]([F:18])=[CH:14][C:13]=2[C:19]2[N:24]=[C:23]([N:25]3[C:29]([C:30]([F:33])([F:32])[F:31])=[C:28]([C:34]([O:36][CH2:37][CH3:38])=[O:35])[CH:27]=[N:26]3)[CH:22]=[CH:21][CH:20]=2)=[C:8]([CH3:41])[CH:7]=1.[Na].N1C=[CH:46][N:45]=[N:44]1.[CH3:48][N:49](C=O)C. Product: [N:45]1([CH2:2][CH2:3][CH2:4][O:5][C:6]2[CH:40]=[CH:39][C:9]([CH2:10][CH2:11][C:12]3[CH:17]=[CH:16][C:15]([F:18])=[CH:14][C:13]=3[C:19]3[N:24]=[C:23]([N:25]4[C:29]([C:30]([F:33])([F:32])[F:31])=[C:28]([C:34]([O:36][CH2:37][CH3:38])=[O:35])[CH:27]=[N:26]4)[CH:22]=[CH:21][CH:20]=3)=[C:8]([CH3:41])[CH:7]=2)[CH:46]=[N:49][CH:48]=[N:44]1. The catalyst class is: 6. (7) Reactant: FC(F)(F)C(O)=O.[Cl:8][C:9]1[C:21]([C:22]([F:25])([F:24])[F:23])=[CH:20][C:12]([C:13]([O:15]C(C)(C)C)=[O:14])=[C:11]([NH:26]C(OC(C)(C)C)=O)[CH:10]=1. Product: [NH2:26][C:11]1[CH:10]=[C:9]([Cl:8])[C:21]([C:22]([F:25])([F:23])[F:24])=[CH:20][C:12]=1[C:13]([OH:15])=[O:14]. The catalyst class is: 2. (8) Reactant: [C:1]([O:5][C:6]([N:8]1[CH2:13][CH2:12][CH:11]([OH:14])[CH2:10][CH2:9]1)=[O:7])([CH3:4])([CH3:3])[CH3:2].[F:15][C:16]1[CH:21]=[C:20]([N+:22]([O-:24])=[O:23])[CH:19]=[CH:18][C:17]=1O.C1(P(C2C=CC=CC=2)C2C=CC=CC=2)C=CC=CC=1.N(C(OCC)=O)=NC(OCC)=O. Product: [C:1]([O:5][C:6]([N:8]1[CH2:13][CH2:12][CH:11]([O:14][C:17]2[CH:18]=[CH:19][C:20]([N+:22]([O-:24])=[O:23])=[CH:21][C:16]=2[F:15])[CH2:10][CH2:9]1)=[O:7])([CH3:4])([CH3:2])[CH3:3]. The catalyst class is: 4. (9) Reactant: [O:1]=[C:2]1[CH2:7][CH2:6][CH:5]([C:8]2[CH:23]=[CH:22][C:11]([O:12][CH2:13][CH2:14][CH2:15][N:16]3[CH2:21][CH2:20][CH2:19][CH2:18][CH2:17]3)=[CH:10][CH:9]=2)[CH2:4][CH2:3]1.[BH4-].[Na+].C(O)(=O)C(O)=O. Product: [OH:1][CH:2]1[CH2:7][CH2:6][CH:5]([C:8]2[CH:23]=[CH:22][C:11]([O:12][CH2:13][CH2:14][CH2:15][N:16]3[CH2:17][CH2:18][CH2:19][CH2:20][CH2:21]3)=[CH:10][CH:9]=2)[CH2:4][CH2:3]1. The catalyst class is: 645. (10) Reactant: Cl[C:2]1[CH:7]=[C:6]([C:8]2[S:9][CH:10]=[C:11]([NH:13][C:14]([NH:16][C:17]3[CH:22]=[CH:21][CH:20]=[C:19]([CH2:23][N:24]4[CH2:29][CH2:28][O:27][CH2:26][CH2:25]4)[N:18]=3)=[O:15])[N:12]=2)[CH:5]=[CH:4][N:3]=1.[CH3:30][OH:31].C[O-].[Na+]. Product: [CH3:30][O:31][C:2]1[CH:7]=[C:6]([C:8]2[S:9][CH:10]=[C:11]([NH:13][C:14]([NH:16][C:17]3[CH:22]=[CH:21][CH:20]=[C:19]([CH2:23][N:24]4[CH2:29][CH2:28][O:27][CH2:26][CH2:25]4)[N:18]=3)=[O:15])[N:12]=2)[CH:5]=[CH:4][N:3]=1. The catalyst class is: 3.